This data is from Catalyst prediction with 721,799 reactions and 888 catalyst types from USPTO. The task is: Predict which catalyst facilitates the given reaction. The catalyst class is: 4. Product: [CH:36]([NH:39][C:12](=[O:13])[C:11]1[CH:15]=[CH:16][CH:17]=[C:9]([CH2:8][N:7]2[C:2](=[O:1])[CH:3]=[CH:4][C:5]([C:18]3[O:22][N:21]=[C:20]([C:23]4[CH:24]=[CH:25][C:26]([C:29]([CH3:34])([CH3:35])[C:30]([F:32])([F:33])[F:31])=[CH:27][CH:28]=4)[N:19]=3)=[N:6]2)[CH:10]=1)([CH3:38])[CH3:37]. Reactant: [O:1]=[C:2]1[N:7]([CH2:8][C:9]2[CH:10]=[C:11]([CH:15]=[CH:16][CH:17]=2)[C:12](Cl)=[O:13])[N:6]=[C:5]([C:18]2[O:22][N:21]=[C:20]([C:23]3[CH:28]=[CH:27][C:26]([C:29]([CH3:35])([CH3:34])[C:30]([F:33])([F:32])[F:31])=[CH:25][CH:24]=3)[N:19]=2)[CH:4]=[CH:3]1.[CH:36]([NH2:39])([CH3:38])[CH3:37].C(N(CC)C(C)C)(C)C.